Task: Predict the reaction yield, written as a fraction of the theoretical maximum amount of product (1.0 means a 100% yield; for example, 0.34 means a 34% yield).. Dataset: Reaction yield outcomes from USPTO patents with 853,638 reactions (1) The reactants are Br[C:2]1[CH:11]=[C:10]2[C:5]([N:6]=[CH:7][C:8](=[O:12])[NH:9]2)=[CH:4][CH:3]=1.[CH3:13][S-:14].[Na+]. The catalyst is CN1CCCC1=O. The product is [CH3:13][S:14][C:2]1[CH:11]=[C:10]2[C:5]([N:6]=[CH:7][C:8](=[O:12])[NH:9]2)=[CH:4][CH:3]=1. The yield is 0.540. (2) The reactants are [CH3:1][C:2]1[CH:25]=[CH:24][C:5]([CH2:6][CH2:7][C:8]2[S:9][C:10]3[N:11]=[C:12]([NH2:23])[N:13]=[C:14]([N:17]4[CH2:22][CH2:21][NH:20][CH2:19][CH2:18]4)[C:15]=3[N:16]=2)=[CH:4][CH:3]=1.[CH3:26][O:27][C:28]1[CH:38]=[CH:37][C:31]([O:32][CH2:33][C:34](O)=[O:35])=[CH:30][CH:29]=1. No catalyst specified. The product is [NH2:23][C:12]1[N:13]=[C:14]([N:17]2[CH2:18][CH2:19][N:20]([C:34](=[O:35])[CH2:33][O:32][C:31]3[CH:37]=[CH:38][C:28]([O:27][CH3:26])=[CH:29][CH:30]=3)[CH2:21][CH2:22]2)[C:15]2[N:16]=[C:8]([CH2:7][CH2:6][C:5]3[CH:4]=[CH:3][C:2]([CH3:1])=[CH:25][CH:24]=3)[S:9][C:10]=2[N:11]=1. The yield is 0.680. (3) The reactants are [NH2:1][C:2]1[C:7]([N+:8]([O-])=O)=[CH:6][N:5]=[CH:4][C:3]=1[CH3:11].Cl. The catalyst is [Fe].C(O)C. The product is [NH2:8][C:7]1[CH:6]=[N:5][CH:4]=[C:3]([CH3:11])[C:2]=1[NH2:1]. The yield is 0.600. (4) The reactants are [CH3:1][C:2]1[C:7]([CH3:8])=[C:6]([C:9]2[C:10]([OH:17])=[CH:11][CH:12]=[C:13]([CH3:16])[C:14]=2[CH3:15])[C:5]([OH:18])=[CH:4][CH:3]=1.[H-].[Na+].[CH3:21][C:22]1[CH:30]=[CH:29][CH:28]=[CH:27][C:23]=1[C:24](Cl)=[O:25]. The catalyst is C1COCC1. The product is [CH3:21][C:22]1[CH:30]=[CH:29][CH:28]=[CH:27][C:23]=1[C:24]([O:18][C:5]1[CH:4]=[CH:3][C:2]([CH3:1])=[C:7]([CH3:8])[C:6]=1[C:9]1[C:14]([CH3:15])=[C:13]([CH3:16])[CH:12]=[CH:11][C:10]=1[O:17][C:24](=[O:25])[C:23]1[CH:27]=[CH:28][CH:29]=[CH:30][C:22]=1[CH3:21])=[O:25]. The yield is 0.970.